Dataset: NCI-60 drug combinations with 297,098 pairs across 59 cell lines. Task: Regression. Given two drug SMILES strings and cell line genomic features, predict the synergy score measuring deviation from expected non-interaction effect. (1) Drug 1: CS(=O)(=O)C1=CC(=C(C=C1)C(=O)NC2=CC(=C(C=C2)Cl)C3=CC=CC=N3)Cl. Drug 2: CC1C(C(CC(O1)OC2CC(CC3=C2C(=C4C(=C3O)C(=O)C5=C(C4=O)C(=CC=C5)OC)O)(C(=O)C)O)N)O.Cl. Cell line: MOLT-4. Synergy scores: CSS=83.1, Synergy_ZIP=24.0, Synergy_Bliss=25.8, Synergy_Loewe=1.35, Synergy_HSA=25.9. (2) Drug 1: C1=CC(=C(C=C1I)F)NC2=C(C=CC(=C2F)F)C(=O)NOCC(CO)O. Drug 2: CCC1(C2=C(COC1=O)C(=O)N3CC4=CC5=C(C=CC(=C5CN(C)C)O)N=C4C3=C2)O. Cell line: NCIH23. Synergy scores: CSS=73.9, Synergy_ZIP=2.72, Synergy_Bliss=0.606, Synergy_Loewe=4.79, Synergy_HSA=7.05. (3) Drug 1: CN1C(=O)N2C=NC(=C2N=N1)C(=O)N. Drug 2: C#CCC(CC1=CN=C2C(=N1)C(=NC(=N2)N)N)C3=CC=C(C=C3)C(=O)NC(CCC(=O)O)C(=O)O. Cell line: OVCAR-8. Synergy scores: CSS=51.8, Synergy_ZIP=2.02, Synergy_Bliss=-0.360, Synergy_Loewe=-10.1, Synergy_HSA=-0.402. (4) Drug 1: COC1=NC(=NC2=C1N=CN2C3C(C(C(O3)CO)O)O)N. Drug 2: C1CCC(C(C1)N)N.C(=O)(C(=O)[O-])[O-].[Pt+4]. Cell line: NCI-H460. Synergy scores: CSS=40.5, Synergy_ZIP=-7.41, Synergy_Bliss=-3.05, Synergy_Loewe=-33.2, Synergy_HSA=-2.08. (5) Drug 1: CCC1=C2CN3C(=CC4=C(C3=O)COC(=O)C4(CC)O)C2=NC5=C1C=C(C=C5)O. Drug 2: C(=O)(N)NO. Cell line: SK-OV-3. Synergy scores: CSS=14.5, Synergy_ZIP=-2.03, Synergy_Bliss=3.88, Synergy_Loewe=-21.4, Synergy_HSA=1.93.